From a dataset of Full USPTO retrosynthesis dataset with 1.9M reactions from patents (1976-2016). Predict the reactants needed to synthesize the given product. (1) Given the product [CH3:1][O:2][C:3](=[O:12])[C:4]1[CH:9]=[CH:8][C:7]([CH2:10][N:13]2[CH2:17][CH2:16][CH2:15][CH2:14]2)=[CH:6][CH:5]=1, predict the reactants needed to synthesize it. The reactants are: [CH3:1][O:2][C:3](=[O:12])[C:4]1[CH:9]=[CH:8][C:7]([CH:10]=O)=[CH:6][CH:5]=1.[NH:13]1[CH2:17][CH2:16][CH2:15][CH2:14]1.C(O)(=O)C.[B-](OC(C)=O)(OC(C)=O)OC(C)=O.[Na+]. (2) Given the product [Br:1][C:2]1[CH:7]=[CH:6][C:5]([CH2:8][NH:9][S:13]([CH2:11][CH3:12])(=[O:15])=[O:14])=[C:4]([F:10])[CH:3]=1, predict the reactants needed to synthesize it. The reactants are: [Br:1][C:2]1[CH:7]=[CH:6][C:5]([CH2:8][NH2:9])=[C:4]([F:10])[CH:3]=1.[CH2:11]([S:13](Cl)(=[O:15])=[O:14])[CH3:12]. (3) Given the product [CH3:21][CH:22]([CH3:24])[CH2:23][N:11]1[CH:10]=[C:9]([N+:6]([O-:8])=[O:7])[CH:13]=[N:12]1, predict the reactants needed to synthesize it. The reactants are: CN(C=O)C.[N+:6]([C:9]1[CH:10]=[N:11][NH:12][CH:13]=1)([O-:8])=[O:7].C(=O)([O-])[O-].[K+].[K+].Br[CH2:21][CH:22]([CH3:24])[CH3:23].